The task is: Predict the reaction yield, written as a fraction of the theoretical maximum amount of product (1.0 means a 100% yield; for example, 0.34 means a 34% yield).. This data is from Reaction yield outcomes from USPTO patents with 853,638 reactions. (1) The reactants are [OH:1][C:2]1[C:7]([N+:8]([O-:10])=[O:9])=[CH:6][CH:5]=[CH:4][N:3]=1.[F:11][C:12]1[CH:17]=[CH:16][C:15](B(O)O)=[CH:14][CH:13]=1.N1C=CC=CC=1.O. The catalyst is O1CCOCC1.C([O-])(=O)C.[Cu+2].C([O-])(=O)C. The product is [F:11][C:12]1[CH:17]=[CH:16][C:15]([N:3]2[CH:4]=[CH:5][CH:6]=[C:7]([N+:8]([O-:10])=[O:9])[C:2]2=[O:1])=[CH:14][CH:13]=1. The yield is 0.870. (2) The reactants are [Cl:1][C:2]1[CH:3]=[CH:4][C:5]2[N:6]([CH:8]=[CH:9][N:10]=2)[N:7]=1.C[C:12]([O-])=[O:13].[Na+].C=O. The catalyst is CC(O)=O. The product is [Cl:1][C:2]1[CH:3]=[CH:4][C:5]2[N:6]([C:8]([CH2:12][OH:13])=[CH:9][N:10]=2)[N:7]=1. The yield is 0.720. (3) The reactants are [Cl:1][C:2]1[N:6]([CH2:7][O:8][CH2:9][CH2:10][O:11][CH3:12])[C:5]2[CH:13]=[CH:14][C:15]([CH2:17][OH:18])=[CH:16][C:4]=2[N:3]=1.CN(C=O)C.[H-].[Na+].[CH2:26](Br)[C:27]1[CH:32]=[CH:31][CH:30]=[CH:29][CH:28]=1. The catalyst is O. The product is [CH2:26]([O:18][CH2:17][C:15]1[CH:14]=[CH:13][C:5]2[N:6]([CH2:7][O:8][CH2:9][CH2:10][O:11][CH3:12])[C:2]([Cl:1])=[N:3][C:4]=2[CH:16]=1)[C:27]1[CH:32]=[CH:31][CH:30]=[CH:29][CH:28]=1. The yield is 0.750. (4) The reactants are C([O:3][C:4]([C:6]1[S:10][C:9]([NH:11][C:12]([O:14][C:15]([CH3:18])([CH3:17])[CH3:16])=[O:13])=[N:8][C:7]=1[C:19]1[CH:24]=[CH:23][CH:22]=[CH:21][CH:20]=1)=O)C.[H-].[Na+].O[NH:28][C:29](=[NH:31])[CH3:30].C(OCC)(=O)C. The catalyst is C1COCC1. The product is [C:15]([O:14][C:12](=[O:13])[NH:11][C:9]1[S:10][C:6]([C:4]2[O:3][N:31]=[C:29]([CH3:30])[N:28]=2)=[C:7]([C:19]2[CH:24]=[CH:23][CH:22]=[CH:21][CH:20]=2)[N:8]=1)([CH3:17])([CH3:18])[CH3:16]. The yield is 0.360. (5) The reactants are C[N+]1([O-])CCOCC1.[C:9]([O:13][C:14](=[O:28])[N:15]([CH2:17][CH2:18][C:19]1[CH:24]=[CH:23][C:22]([Cl:25])=[C:21]([CH2:26][OH:27])[CH:20]=1)[CH3:16])([CH3:12])([CH3:11])[CH3:10].C([N+](CCC)(CCC)CCC)CC. The catalyst is C(Cl)Cl. The product is [C:9]([O:13][C:14](=[O:28])[N:15]([CH2:17][CH2:18][C:19]1[CH:24]=[CH:23][C:22]([Cl:25])=[C:21]([CH:26]=[O:27])[CH:20]=1)[CH3:16])([CH3:12])([CH3:10])[CH3:11]. The yield is 0.760. (6) The reactants are [N+:1]([C:4]1[CH:10]=[CH:9][CH:8]=[CH:7][C:5]=1[NH2:6])([O-:3])=[O:2].[CH3:11][N:12]1[C:20]2[C:15](=[CH:16][CH:17]=[CH:18][CH:19]=2)[CH:14]=[C:13]1C=O.[BH-](OC(C)=O)(OC(C)=O)O[C:25](C)=O.[Na+].C(=O)([O-])O.[Na+]. The catalyst is O1CCCC1.C(O)(=O)C. The product is [CH3:11][N:12]1[C:20]2[C:15](=[CH:16][CH:17]=[CH:18][CH:19]=2)[C:14]([CH2:25][NH:6][C:5]2[CH:7]=[CH:8][CH:9]=[CH:10][C:4]=2[N+:1]([O-:3])=[O:2])=[CH:13]1. The yield is 0.180. (7) The reactants are [C:1]1([C:7]2[CH:12]=[C:11]([C:13]3([CH3:18])[O:17][CH2:16][CH2:15][O:14]3)[CH:10]=[CH:9][C:8]=2[NH:19][C:20]([C:22]2[N:23](COCC[Si](C)(C)C)[CH:24]=[C:25]([C:27]#[N:28])[N:26]=2)=[O:21])[CH2:6][CH2:5][CH2:4][CH2:3][CH:2]=1.[F-].C([N+](CCCC)(CCCC)CCCC)CCC. The catalyst is C1COCC1.CCOC(C)=O. The product is [C:1]1([C:7]2[CH:12]=[C:11]([C:13]3([CH3:18])[O:14][CH2:15][CH2:16][O:17]3)[CH:10]=[CH:9][C:8]=2[NH:19][C:20]([C:22]2[NH:26][C:25]([C:27]#[N:28])=[CH:24][N:23]=2)=[O:21])[CH2:6][CH2:5][CH2:4][CH2:3][CH:2]=1. The yield is 0.930. (8) The reactants are [Cl:1][C:2]1[CH:3]=[CH:4][C:5]([F:9])=[C:6]([CH:8]=1)[NH2:7].[N:10]([O-])=O.[Na+].[Sn](Cl)Cl. The catalyst is O.Cl. The product is [Cl:1][C:2]1[CH:3]=[CH:4][C:5]([F:9])=[C:6]([NH:7][NH2:10])[CH:8]=1. The yield is 0.830.